From a dataset of Catalyst prediction with 721,799 reactions and 888 catalyst types from USPTO. Predict which catalyst facilitates the given reaction. Reactant: ClC1C=C(Cl)C=CC=1CC(O)=O.COC1C=CC(C(OC)=O)=CC=1.[Cl:25][C:26]1[CH:31]=[C:30]([Cl:32])[CH:29]=[CH:28][C:27]=1[C:33]1[CH:34]=[C:35]([C:46](O)=[O:47])[S:36][C:37]=1[C:38]1[CH:43]=[CH:42][C:41]([O:44][CH3:45])=[CH:40][CH:39]=1.[C:49]1([C:55]2([C:61]([NH2:63])=[O:62])[CH2:60][CH2:59][NH:58][CH2:57][CH2:56]2)[CH:54]=[CH:53][CH:52]=[CH:51][CH:50]=1.CN(C(ON1N=NC2C=CC=CC1=2)=[N+](C)C)C.[B-](F)(F)(F)F. Product: [Cl:25][C:26]1[CH:31]=[C:30]([Cl:32])[CH:29]=[CH:28][C:27]=1[C:33]1[CH:34]=[C:35]([C:46]([N:58]2[CH2:57][CH2:56][C:55]([C:49]3[CH:50]=[CH:51][CH:52]=[CH:53][CH:54]=3)([C:61]([NH2:63])=[O:62])[CH2:60][CH2:59]2)=[O:47])[S:36][C:37]=1[C:38]1[CH:39]=[CH:40][C:41]([O:44][CH3:45])=[CH:42][CH:43]=1. The catalyst class is: 624.